This data is from Catalyst prediction with 721,799 reactions and 888 catalyst types from USPTO. The task is: Predict which catalyst facilitates the given reaction. (1) Product: [NH2:8][C:7]1[CH:6]=[CH:5][C:4]([CH2:11][C:12]([O:14][CH3:15])=[O:13])=[CH:3][C:2]=1[CH3:1]. The catalyst class is: 123. Reactant: [CH3:1][C:2]1[CH:3]=[C:4]([CH2:11][C:12]([O:14][CH3:15])=[O:13])[CH:5]=[CH:6][C:7]=1[N+:8]([O-])=O. (2) Product: [NH2:5][CH2:9][CH2:10][O:11][NH:12][C:13]([C@@H:15]1[CH2:21][CH2:20][C@@H:19]2[CH2:22][N:16]1[C:17](=[O:28])[N:18]2[O:23][S:24]([OH:27])(=[O:26])=[O:25])=[O:14]. Reactant: C([N:5]([CH2:9][CH2:10][O:11][NH:12][C:13]([C@@H:15]1[CH2:21][CH2:20][C@@H:19]2[CH2:22][N:16]1[C:17](=[O:28])[N:18]2[O:23][S:24]([OH:27])(=[O:26])=[O:25])=[O:14])C(=O)[O-])(C)(C)C.C([N+](CCCC)(CCCC)CCCC)CCC.FC(F)(F)C(O)=O.C([O-])(=O)C.[Na+].C(O)(=O)C.[OH-].[Na+]. The catalyst class is: 343. (3) Reactant: [F:1][C:2]1[CH:9]=[C:8]([CH:10]=[O:11])[C:7]([F:12])=[CH:6][C:3]=1[C:4]#[N:5].[BH4-].[Na+]. Product: [F:1][C:2]1[CH:9]=[C:8]([CH2:10][OH:11])[C:7]([F:12])=[CH:6][C:3]=1[C:4]#[N:5]. The catalyst class is: 8. (4) Reactant: [BH4-].[Na+].C(O)(=O)C.[F:7][C:8]1[CH:13]=[CH:12][C:11]([C:14]2[CH:22]=[CH:21][C:17]([C:18]([NH2:20])=O)=[CH:16][N:15]=2)=[CH:10][CH:9]=1. Product: [F:7][C:8]1[CH:13]=[CH:12][C:11]([C:14]2[N:15]=[CH:16][C:17]([CH2:18][NH2:20])=[CH:21][CH:22]=2)=[CH:10][CH:9]=1. The catalyst class is: 12.